The task is: Predict the reaction yield, written as a fraction of the theoretical maximum amount of product (1.0 means a 100% yield; for example, 0.34 means a 34% yield).. This data is from Reaction yield outcomes from USPTO patents with 853,638 reactions. (1) The reactants are [CH3:1][C:2](=O)[C:3]#[C:4][CH2:5][CH3:6].[C:8]([CH2:10][C:11]([NH2:13])=[O:12])#[N:9].C(O)(=O)C.N1CCCCC1.N1CCCCC1. The catalyst is C(O)C.O.C(O)(=O)C. The product is [CH2:5]([C:4]1[C:10]([C:8]#[N:9])=[C:11]([OH:12])[N:13]=[C:2]([CH3:1])[CH:3]=1)[CH3:6]. The yield is 0.600. (2) The reactants are [Br:1][C:2]1[CH:7]=[C:6]([CH3:8])[CH:5]=[CH:4][N:3]=1.[Li+].CC([N-]C(C)C)C.CON(C)[C:20](=[O:22])[CH3:21].O. The catalyst is C1COCC1. The product is [Br:1][C:2]1[CH:7]=[C:6]([CH2:8][C:20](=[O:22])[CH3:21])[CH:5]=[CH:4][N:3]=1. The yield is 0.670. (3) The reactants are [C:1](/[C:4](/[N:7]([CH:13]([CH3:15])[CH3:14])[C:8]([CH:10]1[CH2:12][CH2:11]1)=O)=[CH:5]/[NH2:6])(=[O:3])[CH3:2].[OH-].[Na+]. The catalyst is CCO. The product is [CH:10]1([C:8]2[N:7]([CH:13]([CH3:15])[CH3:14])[C:4]([C:1](=[O:3])[CH3:2])=[CH:5][N:6]=2)[CH2:12][CH2:11]1. The yield is 0.530. (4) The reactants are [C:1]1([CH:7]2[CH2:12][CH2:11][C:10](=O)[CH2:9][CH2:8]2)[CH:6]=[CH:5][CH:4]=[CH:3][CH:2]=1.[NH2:14][OH:15].O. The catalyst is C(O)C. The product is [C:1]1([CH:7]2[CH2:12][CH2:11][C:10](=[N:14][OH:15])[CH2:9][CH2:8]2)[CH:6]=[CH:5][CH:4]=[CH:3][CH:2]=1. The yield is 0.614.